From a dataset of Peptide-MHC class I binding affinity with 185,985 pairs from IEDB/IMGT. Regression. Given a peptide amino acid sequence and an MHC pseudo amino acid sequence, predict their binding affinity value. This is MHC class I binding data. (1) The peptide sequence is EEMPLVWDL. The MHC is HLA-A26:01 with pseudo-sequence HLA-A26:01. The binding affinity (normalized) is 0.0847. (2) The peptide sequence is NADTGHSIY. The MHC is HLA-A11:01 with pseudo-sequence HLA-A11:01. The binding affinity (normalized) is 0.0847. (3) The MHC is HLA-A68:02 with pseudo-sequence HLA-A68:02. The binding affinity (normalized) is 0.137. The peptide sequence is RALKAYFTA. (4) The peptide sequence is EPFSRRHPL. The MHC is HLA-B15:01 with pseudo-sequence HLA-B15:01. The binding affinity (normalized) is 0.0847.